Dataset: Experimentally validated miRNA-target interactions with 360,000+ pairs, plus equal number of negative samples. Task: Binary Classification. Given a miRNA mature sequence and a target amino acid sequence, predict their likelihood of interaction. (1) The miRNA is hsa-miR-1914-3p with sequence GGAGGGGUCCCGCACUGGGAGG. The protein sequence of the target gene is MPKGGCPKAPQQEELPLSSDMVEKQTGKKDKDKVSLTKTPKLERGDGGKEVRERASKRKLPFTAGANGEQKDSDTEKQGPERKRIKKEPVTRKAGLLFGMGLSGIRAGYPLSERQQVALLMQMTAEESANSPVDTTPKHPSQSTVCQKGTPNSASKTKDKVNKRNERGETRLHRAAIRGDARRIKELISEGADVNVKDFAGWTALHEACNRGYYDVAKQLLAAGAEVNTKGLDDDTPLHDAANNGHYKVVKLLLRYGGNPQQSNRKGETPLKVANSPTMVNLLLGKGTYTSSEESSTESS.... Result: 1 (interaction). (2) The miRNA is mmu-miR-200c-5p with sequence CGUCUUACCCAGCAGUGUUUGG. The protein sequence of the target gene is MADLEEQLSDEEKVRIAAKFIIHAPPGEFNEVFNDVRLLLNNDNLLREGAAHAFAQYNLDQFTPVKIEGYEDQVLITEHGDLGNGKFLDPKNRICFKFDHLRKEATDPRPYEAENAIESWRTSVETALRAYVKEHYPNGVCTVYGKKVDGQQTIIACIESHQFQAKNFWNGRWRSEWKFTVTPSTTQVVGILKIQVHYYEDGNVQLVSHKDIQDSLTVSNEVQTAKEFIKIVEAAENEYQTAISENYQTMSDTTFKALRRQLPVTRTKIDWNKILSYKIGKEMQNA. Result: 0 (no interaction). (3) The miRNA is hsa-miR-1273c with sequence GGCGACAAAACGAGACCCUGUC. The protein sequence of the target gene is MGENDPPAAEAPFSFRSLFGLDDLKISPVAPDGDAVAAQILSLLPLKFFPIIVIGIIALILALAIGLGIHFDCSGKYRCHSSFKCIELTARCDGVSDCKNAEDEYRCVRVSGQRAALQVFTAAAWRTMCSDDWKSHYAKIACAQLGFPSYVSSDHLRVDALEEQFQGDFVSINHLLSDDKVTALHHSVYMREGCTSGHVVTLKCSACGTRTGYSPRIVGGNMSSLTQWPWQVSLQFQGYHLCGGSIITPLWIVTAAHCVYDLYHPKSWTVQVGLVSLMDSPVPSHLVEKIIYHSKYKPKR.... Result: 0 (no interaction). (4) The miRNA is hsa-miR-6511a-5p with sequence CAGGCAGAAGUGGGGCUGACAGG. The protein sequence of the target gene is MAFLTGPRLLDWASSPPHLQFNKFVLTGYRPASSGSGCLRSLFYLHNELGNIYTHGLALLGFLVLVPMTMPWSQLGKDGWLGGTHCVACLVPPAASVLYHLFMCHQGGSPVYTRLLALDMCGVCLVNTLGALPIIHCTLACRPWLRPAALMGYTALSGVAGWRALTAPSTSARLRAFGWQAGARLLVFGARGVGLGSGAPGSLPCYLRMDALALLGGLVNVARLPERWGPGRFDYWGNSHQIMHLLSVGSILQLHAGVVPDLLWAAHHACPPD. Result: 0 (no interaction). (5) The miRNA is hsa-miR-6837-3p with sequence CCUUCACUGUGACUCUGCUGCAG. The protein sequence of the target gene is MASALWTVLPSRMSLRSLKWSLLLLSLLSFFVMWYLSLPHYNVIERVNWMYFYEYEPIYRQDFHFTLREHSNCSHQNPFLVILVTSHPSDVKARQAIRVTWGEKKSWWGYEVLTFFLLGQEAEKEDKMLALSLEDEHLLYGDIIRQDFLDTYNNLTLKTIMAFRWVTEFCPNAKYVMKTDTDVFINTGNLVKYLLNLNHSEKFFTGYPLIDNYSYRGFYQKTHISYQEYPFKVFPPYCSGLGYIMSRDLVPRIYEMMGHVKPIKFEDVYVGICLNLLKVNIHIPEDTNLFFLYRIHLDVC.... Result: 1 (interaction). (6) The miRNA is hsa-miR-4787-5p with sequence GCGGGGGUGGCGGCGGCAUCCC. The protein sequence of the target gene is MAATEPPSLREQAEMDDADNSEKSVNEENGEVSEDQSQNKHSRHKKKKHKHRSKHKKHKHSSEEDRDKKHKHKHKHKKHKRKEVIEASDKEGLSPAKRTKLDDLALLEDLEKQRALIKAELDNELMEGKVQSGMGLILQGYESGSEEEGEIHEKARNGNRSSTRSSSTRGKLEITDNKNSAKKRSKSRSKERTRHRSDKRKSKGAGEMLREKANRSKSKERRKSKSPSKRSKSQDQARKSKSPPLRRRSQEKVGKARSPAEEKMKSEEKGKIKDRKKSPIVNERSRDRSKKSKSPVDLRD.... Result: 0 (no interaction). (7) The miRNA is mmu-miR-1968-5p with sequence UGCAGCUGUUAAGGAUGGUGGACU. The protein sequence of the target gene is MAVAVGRPSNEELRNLSLSGHVGFDSLPDQLVNKSTSQGFCFNILCVGETGIGKSTLMDTLFNTKFESDPATHNEPGVRLKARSYELQESNVRLKLTIVDTVGFGDQINKDDSYKPIVEYIDAQFEAYLQEELKIKRSLFNYHDTRIHACLYFIAPTGHSLKSLDLVTMKKLDSKVNIIPIIAKADTIAKNELHKFKSKIMSELVSNGVQIYQFPTDEETVAEINATMSVHLPFAVVGSTEEVKIGNKMAKARQYPWGVVQVENENHCDFVKLREMLIRVNMEDLREQTHTRHYELYRRC.... Result: 0 (no interaction).